This data is from Reaction yield outcomes from USPTO patents with 853,638 reactions. The task is: Predict the reaction yield, written as a fraction of the theoretical maximum amount of product (1.0 means a 100% yield; for example, 0.34 means a 34% yield). (1) The reactants are [N+:1]([C:4]1[S:8][C:7]([C:9]2[O:10][C:11]3[CH:16]=[CH:15][N:14]=[CH:13][C:12]=3[N:17]=2)=[CH:6][CH:5]=1)([O-])=O.[NH4+].[Cl-].C(OCC)(=O)C.CCN(CC)CC. The catalyst is CO.O.[Fe]. The product is [O:10]1[C:11]2[CH:16]=[CH:15][N:14]=[CH:13][C:12]=2[N:17]=[C:9]1[C:7]1[S:8][C:4]([NH2:1])=[CH:5][CH:6]=1. The yield is 0.700. (2) The reactants are Cl[S:2]([C:5]1[N:6]([C:15]([O:17][C:18]([CH3:21])([CH3:20])[CH3:19])=[O:16])[C:7]2[C:12]([CH:13]=1)=[CH:11][CH:10]=[CH:9][C:8]=2[F:14])(=[O:4])=[O:3].[F:22][C:23]1[CH:28]=[CH:27][C:26]([C:29]2[O:30][C:31]3[CH:41]=[C:40]([N:42]([CH3:47])[S:43]([CH3:46])(=[O:45])=[O:44])[C:39]([C@@H:48]4[CH2:53][CH2:52][CH2:51][NH:50][CH2:49]4)=[CH:38][C:32]=3[C:33]=2[C:34]([NH:36][CH3:37])=[O:35])=[CH:25][CH:24]=1. The catalyst is C(Cl)Cl.O. The product is [F:14][C:8]1[CH:9]=[CH:10][CH:11]=[C:12]2[C:7]=1[N:6]([C:15]([O:17][C:18]([CH3:21])([CH3:20])[CH3:19])=[O:16])[C:5]([S:2]([N:50]1[CH2:51][CH2:52][CH2:53][C@@H:48]([C:39]3[C:40]([N:42]([CH3:47])[S:43]([CH3:46])(=[O:44])=[O:45])=[CH:41][C:31]4[O:30][C:29]([C:26]5[CH:25]=[CH:24][C:23]([F:22])=[CH:28][CH:27]=5)=[C:33]([C:34](=[O:35])[NH:36][CH3:37])[C:32]=4[CH:38]=3)[CH2:49]1)(=[O:4])=[O:3])=[CH:13]2. The yield is 0.880. (3) The reactants are C[Zn]C.I[C:5]1[C:13]2[C:8](=[CH:9][CH:10]=[CH:11][C:12]=2[N+:14]([O-:16])=[O:15])[NH:7][N:6]=1.[CH3:17]O.Cl. The catalyst is O1CCOCC1.C(Cl)Cl. The product is [CH3:17][C:5]1[C:13]2[C:8](=[CH:9][CH:10]=[CH:11][C:12]=2[N+:14]([O-:16])=[O:15])[NH:7][N:6]=1. The yield is 0.270. (4) The reactants are [NH2:1][C:2]1[CH:3]=[C:4]([CH:8]2[C:17]([CH3:19])([CH3:18])[CH2:16][C:15]3[C:10](=[CH:11][CH:12]=[C:13]([C:20]([OH:22])=[O:21])[CH:14]=3)[NH:9]2)[CH:5]=[CH:6][CH:7]=1.C(N(CC)CC)C.[F:30][C:31]1[CH:32]=[C:33]([N:37]=[C:38]=[O:39])[CH:34]=[CH:35][CH:36]=1. The catalyst is O1CCCC1. The product is [F:30][C:31]1[CH:32]=[C:33]([NH:37][C:38](=[O:39])[NH:1][C:2]2[CH:3]=[C:4]([CH:8]3[C:17]([CH3:18])([CH3:19])[CH2:16][C:15]4[C:10](=[CH:11][CH:12]=[C:13]([C:20]([OH:22])=[O:21])[CH:14]=4)[NH:9]3)[CH:5]=[CH:6][CH:7]=2)[CH:34]=[CH:35][CH:36]=1. The yield is 0.200. (5) The reactants are CCN=C=NCCCN(C)C.Cl.[Br:13][C:14]1[CH:15]=[C:16]([NH2:21])[C:17]([NH2:20])=[CH:18][CH:19]=1.[C:22]([O:26][C:27]([N:29]1[C@H:34]([C:35](O)=O)[CH2:33][C@@H:32]2[C@H:30]1[CH2:31]2)=[O:28])([CH3:25])([CH3:24])[CH3:23].ON1C2C=CC=CC=2N=N1. The yield is 0.633. The product is [Br:13][C:14]1[CH:19]=[CH:18][C:17]2[N:20]=[C:35]([C@@H:34]3[CH2:33][C@@H:32]4[C@@H:30]([CH2:31]4)[N:29]3[C:27]([O:26][C:22]([CH3:23])([CH3:25])[CH3:24])=[O:28])[NH:21][C:16]=2[CH:15]=1. The catalyst is C(Cl)Cl.C(O)(=O)C. (6) The reactants are [NH2:1][C:2]12[C:8]([CH3:10])([CH3:9])[C:5]([CH3:11])([CH2:6][CH2:7]1)[C:4](=[O:12])[CH2:3]2.Cl[C:14]1[C:19]([Cl:20])=[CH:18][N:17]=[C:16]([NH2:21])[C:15]=1[N+:22]([O-:24])=[O:23].CCN(C(C)C)C(C)C. The catalyst is CC(O)C. The product is [NH2:21][C:16]1[C:15]([N+:22]([O-:24])=[O:23])=[C:14]([NH:1][C:2]23[C:8]([CH3:9])([CH3:10])[C:5]([CH3:11])([CH2:6][CH2:7]2)[C:4](=[O:12])[CH2:3]3)[C:19]([Cl:20])=[CH:18][N:17]=1. The yield is 0.920. (7) The reactants are [NH2:1][C:2]1[N:7]=[C:6]([C:8]2[CH:9]=[C:10]3[C:15](=[O:16])[NH:14][CH2:13][CH:12]([CH2:17][C:18]([O:20]CC)=[O:19])[N:11]3[CH:23]=2)[CH:5]=[CH:4][N:3]=1.[OH-].[Li+]. The catalyst is O1CCCC1.O. The product is [NH2:1][C:2]1[N:7]=[C:6]([C:8]2[CH:9]=[C:10]3[C:15](=[O:16])[NH:14][CH2:13][CH:12]([CH2:17][C:18]([OH:20])=[O:19])[N:11]3[CH:23]=2)[CH:5]=[CH:4][N:3]=1. The yield is 0.850. (8) The reactants are [CH2:1]([O:3][C:4]1[CH:5]=[C:6]([CH:10]=[C:11]([F:13])[CH:12]=1)[C:7]([OH:9])=[O:8])[CH3:2].[Li+].CC([N-]C(C)C)C.[B:22](OC(C)C)([O:27]C(C)C)[O:23]C(C)C.Cl. The catalyst is C1COCC1. The product is [B:22]([C:12]1[C:11]([F:13])=[CH:10][C:6]([C:7]([OH:9])=[O:8])=[CH:5][C:4]=1[O:3][CH2:1][CH3:2])([OH:27])[OH:23]. The yield is 0.495. (9) The reactants are [F:1][CH:2]([C:5]([C:7]1[CH:8]=[N:9][C:10](OC)=[CH:11][CH:12]=1)=O)[C:3]#[N:4].[OH2:15].[NH2:16][NH2:17].[CH3:18]CO. No catalyst specified. The product is [F:1][C:2]1[C:5]([C:7]2[CH:8]=[N:9][C:10]([O:15][CH3:18])=[CH:11][CH:12]=2)=[N:17][NH:16][C:3]=1[NH2:4]. The yield is 0.600.